From a dataset of Reaction yield outcomes from USPTO patents with 853,638 reactions. Predict the reaction yield, written as a fraction of the theoretical maximum amount of product (1.0 means a 100% yield; for example, 0.34 means a 34% yield). (1) The reactants are [OH:1][C:2]1[CH:3]=[C:4]([C:11]([OH:13])=[O:12])[C:5](=[CH:9][CH:10]=1)[C:6]([OH:8])=[O:7].[F:14][C:15]1[CH:16]=[C:17]([CH:20]=[CH:21][CH:22]=1)[CH2:18]Br.C(=O)([O-])[O-].[K+].[K+]. The catalyst is C1COCC1.O. The product is [F:14][C:15]1[CH:16]=[C:17]([CH:20]=[CH:21][CH:22]=1)[CH2:18][O:7][C:6](=[O:8])[C:5]1[C:4](=[CH:3][C:2]([O:1][CH2:18][C:17]2[CH:20]=[CH:21][CH:22]=[C:15]([F:14])[CH:16]=2)=[CH:10][CH:9]=1)[C:11]([O:13][CH2:18][C:17]1[CH:20]=[CH:21][CH:22]=[C:15]([F:14])[CH:16]=1)=[O:12]. The yield is 0.940. (2) The reactants are I([O-])(=O)(=O)=O.[Na+].[I:7]I.[NH2:9][C:10]1[CH:15]=[CH:14][N:13]([C:16]2[CH:21]=[CH:20][C:19]([F:22])=[CH:18][CH:17]=2)[C:12](=[O:23])[N:11]=1.OS(O)(=O)=O.[O-]S([O-])=O.[Na+].[Na+].[OH-].[Na+]. The catalyst is C(O)(=O)C.O. The product is [NH2:9][C:10]1[C:15]([I:7])=[CH:14][N:13]([C:16]2[CH:21]=[CH:20][C:19]([F:22])=[CH:18][CH:17]=2)[C:12](=[O:23])[N:11]=1. The yield is 0.840. (3) The product is [C:12]([NH:16][S:8]([C:4]1[CH:5]=[N:6][CH:7]=[C:2]([Br:1])[CH:3]=1)(=[O:10])=[O:9])([CH3:15])([CH3:14])[CH3:13]. The yield is 1.08. The reactants are [Br:1][C:2]1[CH:3]=[C:4]([S:8](Cl)(=[O:10])=[O:9])[CH:5]=[N:6][CH:7]=1.[C:12]([NH2:16])([CH3:15])([CH3:14])[CH3:13]. No catalyst specified. (4) The reactants are [F:1][C:2]1[CH:7]=[CH:6][C:5]([C:8]2[S:9][C:10]([C:13]([C:16]3[CH:21]=[CH:20][N:19]=[CH:18][CH:17]=3)([OH:15])[CH3:14])=[CH:11][N:12]=2)=[CH:4][CH:3]=1.[ClH:22].O1CCOCC1. The catalyst is C(O)C. The product is [ClH:22].[F:1][C:2]1[CH:7]=[CH:6][C:5]([C:8]2[S:9][C:10]([C:13]([C:16]3[CH:17]=[CH:18][N:19]=[CH:20][CH:21]=3)([OH:15])[CH3:14])=[CH:11][N:12]=2)=[CH:4][CH:3]=1. The yield is 0.710. (5) The product is [CH2:5]([N:13]1[C:21]2[C:16](=[CH:17][C:18]([C:22]3[CH:23]=[C:24]([CH3:28])[CH:25]=[CH:26][CH:27]=3)=[CH:19][CH:20]=2)[C:15]([CH2:29][NH:30][C:1](=[O:3])[CH3:2])=[CH:14]1)[CH2:6][CH2:7][CH2:8][CH2:9][CH2:10][CH2:11][CH3:12]. The catalyst is C1COCC1. The reactants are [C:1](Cl)(=[O:3])[CH3:2].[CH2:5]([N:13]1[C:21]2[C:16](=[CH:17][C:18]([C:22]3[CH:23]=[C:24]([CH3:28])[CH:25]=[CH:26][CH:27]=3)=[CH:19][CH:20]=2)[C:15]([CH2:29][NH2:30])=[CH:14]1)[CH2:6][CH2:7][CH2:8][CH2:9][CH2:10][CH2:11][CH3:12].C(N(CC)CC)C. The yield is 0.650. (6) The reactants are [C:1]([Si:5]([CH3:14])([CH3:13])[O:6][CH2:7][CH2:8][CH2:9][CH2:10][CH2:11][OH:12])([CH3:4])([CH3:3])[CH3:2].[N+:15]([C:18]1[CH:25]=[CH:24][CH:23]=[C:22]([N+]([O-])=O)[C:19]=1[C:20]#[N:21])([O-:17])=[O:16]. No catalyst specified. The product is [Si:5]([O:6][CH2:7][CH2:8][CH2:9][CH2:10][CH2:11][O:12][C:22]1[CH:23]=[CH:24][CH:25]=[C:18]([N+:15]([O-:17])=[O:16])[C:19]=1[C:20]#[N:21])([C:1]([CH3:4])([CH3:3])[CH3:2])([CH3:14])[CH3:13]. The yield is 0.460.